This data is from Reaction yield outcomes from USPTO patents with 853,638 reactions. The task is: Predict the reaction yield, written as a fraction of the theoretical maximum amount of product (1.0 means a 100% yield; for example, 0.34 means a 34% yield). The reactants are [C:1]([N:8]1[CH2:13][CH2:12][NH:11][CH2:10][CH2:9]1)([O:3][C:4]([CH3:7])([CH3:6])[CH3:5])=[O:2].[OH-].[Na+].[C:16](Cl)(=[O:23])[C:17]1[CH:22]=[CH:21][CH:20]=[CH:19][CH:18]=1. The catalyst is O1CCOCC1.O.[Cl-].[Na+].O. The product is [C:16]([N:11]1[CH2:10][CH2:9][N:8]([C:1]([O:3][C:4]([CH3:7])([CH3:6])[CH3:5])=[O:2])[CH2:13][CH2:12]1)(=[O:23])[C:17]1[CH:22]=[CH:21][CH:20]=[CH:19][CH:18]=1. The yield is 0.900.